Dataset: Full USPTO retrosynthesis dataset with 1.9M reactions from patents (1976-2016). Task: Predict the reactants needed to synthesize the given product. Given the product [CH:1]1([CH2:6][CH:7]([C:16]2[CH:21]=[CH:20][C:19]([S:22][CH2:24][CH2:25][C:26]([OH:28])=[O:27])=[N:18][CH:17]=2)[C:8](=[O:9])[NH:10][C:11]2[S:12][CH:13]=[CH:14][N:15]=2)[CH2:5][CH2:4][CH2:3][CH2:2]1, predict the reactants needed to synthesize it. The reactants are: [CH:1]1([CH2:6][CH:7]([C:16]2[CH:17]=[N:18][C:19]([SH:22])=[CH:20][CH:21]=2)[C:8]([NH:10][C:11]2[S:12][CH:13]=[CH:14][N:15]=2)=[O:9])[CH2:5][CH2:4][CH2:3][CH2:2]1.I[CH2:24][CH2:25][C:26]([OH:28])=[O:27].